Dataset: Catalyst prediction with 721,799 reactions and 888 catalyst types from USPTO. Task: Predict which catalyst facilitates the given reaction. (1) Reactant: Cl.Cl.[NH2:3][C@@H:4]([CH2:7][C:8]1[CH:13]=[CH:12][C:11]([O:14][C:15]2[C:24]3[C:19](=[CH:20][CH:21]=[CH:22][CH:23]=3)[N:18]=[CH:17][CH:16]=2)=[CH:10][CH:9]=1)[CH2:5][OH:6].[O:25]([CH2:32][C@H:33]1[O:35][CH2:34]1)[C:26]1[CH:31]=[CH:30][CH:29]=[CH:28][CH:27]=1.C(N(C(C)C)CC)(C)C. Product: [OH:35][C@H:33]([CH2:32][O:25][C:26]1[CH:31]=[CH:30][CH:29]=[CH:28][CH:27]=1)[CH2:34][NH:3][C@@H:4]([CH2:7][C:8]1[CH:13]=[CH:12][C:11]([O:14][C:15]2[C:24]3[C:19](=[CH:20][CH:21]=[CH:22][CH:23]=3)[N:18]=[CH:17][CH:16]=2)=[CH:10][CH:9]=1)[CH2:5][OH:6]. The catalyst class is: 8. (2) Reactant: FC(F)(F)C(O)=O.C(OC([NH:15][S:16]([NH:19][CH2:20][CH2:21][O:22][CH:23]1[CH2:26][N:25]([C:27]2[CH:32]=[CH:31][C:30]([NH:33][C:34]3[CH:39]=[C:38]([O:40][CH3:41])[N:37]=[CH:36][C:35]=3[NH:42][C:43](=[O:45])[CH3:44])=[CH:29][CH:28]=2)[CH2:24]1)(=[O:18])=[O:17])=O)(C)(C)C.C(=O)([O-])O.[Na+]. Product: [S:16]([NH:19][CH2:20][CH2:21][O:22][CH:23]1[CH2:26][N:25]([C:27]2[CH:32]=[CH:31][C:30]([NH:33][C:34]3[CH:39]=[C:38]([O:40][CH3:41])[N:37]=[CH:36][C:35]=3[NH:42][C:43](=[O:45])[CH3:44])=[CH:29][CH:28]=2)[CH2:24]1)(=[O:17])(=[O:18])[NH2:15]. The catalyst class is: 2. (3) Reactant: [NH2:1][C:2]1[C:3]([OH:11])=[C:4]([C:8](=[O:10])[CH3:9])[CH:5]=[CH:6][CH:7]=1.C(=O)(O)[O-].[Na+].Cl[CH2:18][C:19](Cl)=[O:20].C(=O)([O-])[O-].[Cs+].[Cs+]. Product: [C:8]([C:4]1[C:3]2[O:11][CH2:18][C:19](=[O:20])[NH:1][C:2]=2[CH:7]=[CH:6][CH:5]=1)(=[O:10])[CH3:9]. The catalyst class is: 3. (4) Reactant: Cl[C:2]1[CH:11]=[CH:10][C:9]2[C:8]([C:12]([NH:14][CH2:15][CH2:16][C:17]34[CH2:26][CH:21]5[CH2:22][CH:23]([CH2:25][CH:19]([CH2:20]5)[CH2:18]3)[CH2:24]4)=[O:13])=[C:7]([Cl:27])[CH:6]=[CH:5][C:4]=2[N:3]=1.C(N(CC)CC)C.[NH:35]1[CH2:40][CH2:39][NH:38][CH2:37][CH2:36]1.C(=O)(O)[O-].[Na+]. Product: [Cl:27][C:7]1[CH:6]=[CH:5][C:4]2[N:3]=[C:2]([N:35]3[CH2:40][CH2:39][NH:38][CH2:37][CH2:36]3)[CH:11]=[CH:10][C:9]=2[C:8]=1[C:12]([NH:14][CH2:15][CH2:16][C:17]12[CH2:18][CH:19]3[CH2:20][CH:21]([CH2:22][CH:23]([CH2:25]3)[CH2:24]1)[CH2:26]2)=[O:13]. The catalyst class is: 10. (5) Reactant: [C:1]1([C:17]2[CH:22]=[CH:21][CH:20]=[CH:19][CH:18]=2)[CH:6]=[CH:5][CH:4]=[CH:3][C:2]=1[O:7][CH2:8][CH2:9][CH2:10][N:11]1[CH2:16][CH2:15][O:14][CH2:13][CH2:12]1.[N+:23]([O-])([OH:25])=[O:24].O.[OH-].[Na+]. Product: [N+:23]([C:5]1[CH:4]=[CH:3][C:2]([O:7][CH2:8][CH2:9][CH2:10][N:11]2[CH2:12][CH2:13][O:14][CH2:15][CH2:16]2)=[C:1]([C:17]2[CH:22]=[CH:21][CH:20]=[CH:19][CH:18]=2)[CH:6]=1)([O-:25])=[O:24]. The catalyst class is: 15. (6) The catalyst class is: 2. Reactant: Cl.[F:2][C:3]([F:27])([F:26])[C:4]1[CH:25]=[CH:24][CH:23]=[CH:22][C:5]=1[CH:6]([O:17][CH:18]1[CH2:21][NH:20][CH2:19]1)[C:7]1[CH:12]=[CH:11][C:10]([O:13][CH:14]([F:16])[F:15])=[CH:9][CH:8]=1.C(=O)([O-])[O-].[CH:32]([N:36]=[C:37]=[O:38])([CH2:34][CH3:35])[CH3:33]. Product: [F:27][C:3]([F:2])([F:26])[C:4]1[CH:25]=[CH:24][CH:23]=[CH:22][C:5]=1[CH:6]([O:17][CH:18]1[CH2:21][N:20]([C:37]([NH:36][CH:32]([CH2:34][CH3:35])[CH3:33])=[O:38])[CH2:19]1)[C:7]1[CH:12]=[CH:11][C:10]([O:13][CH:14]([F:15])[F:16])=[CH:9][CH:8]=1. (7) Reactant: [CH2:1]([O:3][C:4]([C:6]1[C:7]2[S:15][CH:14]=[C:13]([CH2:16][O:17][C:18]3[CH:23]=[CH:22][C:21]([C:24]([O:26]C(C)(C)C)=[O:25])=[CH:20][CH:19]=3)[C:8]=2[C:9]([NH2:12])=[N:10][CH:11]=1)=[O:5])[CH3:2]. Product: [CH2:1]([O:3][C:4]([C:6]1[C:7]2[S:15][CH:14]=[C:13]([CH2:16][O:17][C:18]3[CH:23]=[CH:22][C:21]([C:24]([OH:26])=[O:25])=[CH:20][CH:19]=3)[C:8]=2[C:9]([NH2:12])=[N:10][CH:11]=1)=[O:5])[CH3:2]. The catalyst class is: 330.